From a dataset of Catalyst prediction with 721,799 reactions and 888 catalyst types from USPTO. Predict which catalyst facilitates the given reaction. (1) Reactant: [CH3:1][O:2][C:3]([C:5]1[CH2:31][N:10]2[C:11]3[CH:12]=[C:13]([C:24]([O:26]C(C)(C)C)=[O:25])[CH:14]=[CH:15][C:16]=3[C:17]([CH:18]3[CH2:23][CH2:22][CH2:21][CH2:20][CH2:19]3)=[C:9]2[C:8]2[CH:32]=[CH:33][C:34]([O:36][CH3:37])=[CH:35][C:7]=2[CH:6]=1)=[O:4].FC(F)(F)C(O)=O. Product: [CH3:1][O:2][C:3]([C:5]1[CH2:31][N:10]2[C:11]3[CH:12]=[C:13]([C:24]([OH:26])=[O:25])[CH:14]=[CH:15][C:16]=3[C:17]([CH:18]3[CH2:23][CH2:22][CH2:21][CH2:20][CH2:19]3)=[C:9]2[C:8]2[CH:32]=[CH:33][C:34]([O:36][CH3:37])=[CH:35][C:7]=2[CH:6]=1)=[O:4]. The catalyst class is: 4. (2) Reactant: [OH:1][C:2]([C:56]1[S:57][CH:58]=[CH:59][CH:60]=1)([C:51]1[S:52][CH:53]=[CH:54][CH:55]=1)[C:3]([O:5][C@H:6]1[CH2:11][CH2:10][C@H:9]([N:12]([CH2:14][CH2:15][CH2:16][N:17]2[C:21]3[CH:22]=[CH:23][C:24]([CH2:26][NH:27][CH2:28][C@H:29]([O:42][Si](C(C)(C)C)(C)C)[C:30]4[CH:39]=[CH:38][C:37]([OH:40])=[C:36]5[C:31]=4[CH:32]=[CH:33][C:34](=[O:41])[NH:35]5)=[CH:25][C:20]=3[O:19][C:18]2=[O:50])[CH3:13])[CH2:8][CH2:7]1)=[O:4].[FH:61].F.F.C(N(CC)CC)C.C(#N)C. Product: [FH:61].[FH:61].[OH:1][C:2]([C:51]1[S:52][CH:53]=[CH:54][CH:55]=1)([C:56]1[S:57][CH:58]=[CH:59][CH:60]=1)[C:3]([O:5][C@H:6]1[CH2:11][CH2:10][C@H:9]([N:12]([CH2:14][CH2:15][CH2:16][N:17]2[C:21]3[CH:22]=[CH:23][C:24]([CH2:26][NH:27][CH2:28][C@H:29]([OH:42])[C:30]4[CH:39]=[CH:38][C:37]([OH:40])=[C:36]5[C:31]=4[CH:32]=[CH:33][C:34](=[O:41])[NH:35]5)=[CH:25][C:20]=3[O:19][C:18]2=[O:50])[CH3:13])[CH2:8][CH2:7]1)=[O:4]. The catalyst class is: 1. (3) Reactant: [NH:1]1[C:10]2[C:5](=[CH:6][CH:7]=[CH:8][CH:9]=2)[CH2:4][CH2:3][C:2]1=[O:11].[Br:12]N1C(=O)CCC1=O.O. Product: [Br:12][C:7]1[CH:6]=[C:5]2[C:10](=[CH:9][CH:8]=1)[NH:1][C:2](=[O:11])[CH2:3][CH2:4]2. The catalyst class is: 3. (4) Reactant: [Cl:1][C:2]1[CH:3]=[C:4]([NH2:14])[C:5](=[CH:9][C:10]=1[N+:11]([O-:13])=[O:12])[C:6]([OH:8])=O.C([O-])([O-])OC.C([O-])(=O)C.[NH4+:24].[CH3:25]O. Product: [N+:11]([C:10]1[CH:9]=[C:5]2[C:4](=[CH:3][C:2]=1[Cl:1])[N:14]=[CH:25][NH:24][C:6]2=[O:8])([O-:13])=[O:12]. The catalyst class is: 6. (5) Reactant: [C:1]([O:5][C:6]([N:8]1[CH2:12][CH2:11][CH2:10][CH:9]1[C:13]1[NH:17][C:16]2[CH:18]=[C:19](Br)[CH:20]=[CH:21][C:15]=2[N:14]=1)=[O:7])([CH3:4])([CH3:3])[CH3:2].[B:23]1([B:23]2[O:27][C:26]([CH3:29])([CH3:28])[C:25]([CH3:31])([CH3:30])[O:24]2)[O:27][C:26]([CH3:29])([CH3:28])[C:25]([CH3:31])([CH3:30])[O:24]1.C([O-])(=O)C.[K+]. Product: [C:1]([O:5][C:6]([N:8]1[CH2:12][CH2:11][CH2:10][CH:9]1[C:13]1[NH:17][C:16]2[CH:18]=[C:19]([B:23]3[O:27][C:26]([CH3:29])([CH3:28])[C:25]([CH3:31])([CH3:30])[O:24]3)[CH:20]=[CH:21][C:15]=2[N:14]=1)=[O:7])([CH3:4])([CH3:3])[CH3:2]. The catalyst class is: 439. (6) Reactant: C(=O)([O-])[O-].[K+].[K+].C[Si]([C:11]#[C:12][C:13]1[CH:18]=[CH:17][C:16]([CH:19]([NH:21][CH:22]2[CH2:24][CH2:23]2)[CH3:20])=[CH:15][CH:14]=1)(C)C. Product: [C:12]([C:13]1[CH:18]=[CH:17][C:16]([CH:19]([NH:21][CH:22]2[CH2:23][CH2:24]2)[CH3:20])=[CH:15][CH:14]=1)#[CH:11]. The catalyst class is: 5. (7) Reactant: [CH3:1][O:2][C:3]1[CH:8]=[CH:7][C:6](B(O)O)=[CH:5][CH:4]=1.Cl[C:13]1[N:18]=[C:17]([NH2:19])[CH:16]=[CH:15][N:14]=1.C([O-])([O-])=O.[Na+].[Na+]. Product: [CH3:1][O:2][C:3]1[CH:8]=[CH:7][C:6]([C:13]2[N:18]=[C:17]([NH2:19])[CH:16]=[CH:15][N:14]=2)=[CH:5][CH:4]=1. The catalyst class is: 10. (8) Reactant: [Cl:1][C:2]1[CH:3]=[CH:4][C:5]([NH2:8])=[N:6][CH:7]=1.[CH:9]([C:11]1[CH:12]=[C:13]([CH:16]=[CH:17][CH:18]=1)[C:14]#[N:15])=O.O.C1(C)C=CC(S(O)(=O)=O)=CC=1.[N+:31]([C:33]([CH3:36])([CH3:35])[CH3:34])#[C-:32]. Product: [C:33]([NH:31][C:32]1[N:6]2[CH:7]=[C:2]([Cl:1])[CH:3]=[CH:4][C:5]2=[N:8][C:9]=1[C:11]1[CH:12]=[C:13]([CH:16]=[CH:17][CH:18]=1)[C:14]#[N:15])([CH3:36])([CH3:35])[CH3:34]. The catalyst class is: 5. (9) Reactant: Cl[C:2]1[N:11]=[CH:10][C:9]2[CH2:8][N:7]([C:12]3[C:17]([F:18])=[C:16]([O:19][CH3:20])[CH:15]=[C:14]([O:21][CH3:22])[C:13]=3[F:23])[C:6](=[O:24])[N:5]([CH2:25][CH3:26])[C:4]=2[CH:3]=1.C(=O)([O-])[O-].[Na+].[Na+].[C:33]1(B(O)O)[CH:38]=[CH:37][CH:36]=[CH:35][CH:34]=1. Product: [F:18][C:17]1[C:16]([O:19][CH3:20])=[CH:15][C:14]([O:21][CH3:22])=[C:13]([F:23])[C:12]=1[N:7]1[CH2:8][C:9]2[CH:10]=[N:11][C:2]([C:33]3[CH:38]=[CH:37][CH:36]=[CH:35][CH:34]=3)=[CH:3][C:4]=2[N:5]([CH2:25][CH3:26])[C:6]1=[O:24]. The catalyst class is: 371. (10) Reactant: [CH3:1][O:2][C:3](=[O:34])[C:4]([N:6]([CH2:18][C:19]1[CH:24]=[CH:23][CH:22]=[CH:21][C:20]=1[NH:25][C:26](=[O:33])[C:27]1[CH:32]=[CH:31][CH:30]=[CH:29][CH:28]=1)[S:7]([C:10]1[CH:15]=[CH:14][C:13]([O:16][CH3:17])=[CH:12][CH:11]=1)(=[O:9])=[O:8])=[CH2:5].C(=O)(O)[O-].[Na+]. Product: [CH3:1][O:2][C:3]([CH:4]1[N:6]([S:7]([C:10]2[CH:11]=[CH:12][C:13]([O:16][CH3:17])=[CH:14][CH:15]=2)(=[O:9])=[O:8])[CH2:18][C:19]2[CH:24]=[CH:23][CH:22]=[CH:21][C:20]=2[N:25]([C:26](=[O:33])[C:27]2[CH:28]=[CH:29][CH:30]=[CH:31][CH:32]=2)[CH2:5]1)=[O:34]. The catalyst class is: 5.